Predict the reactants needed to synthesize the given product. From a dataset of Full USPTO retrosynthesis dataset with 1.9M reactions from patents (1976-2016). (1) The reactants are: [N:1]1[CH:6]=[CH:5][CH:4]=[CH:3][C:2]=1[N:7]1[CH2:12][CH2:11][NH:10][CH2:9][CH2:8]1.Cl[C:14]([O:16][CH2:17][C:18]([CH3:21])([CH3:20])[CH3:19])=[O:15].C(N(CC)CC)C. Given the product [N:1]1[CH:6]=[CH:5][CH:4]=[CH:3][C:2]=1[N:7]1[CH2:8][CH2:9][N:10]([C:14]([O:16][CH2:17][C:18]([CH3:21])([CH3:20])[CH3:19])=[O:15])[CH2:11][CH2:12]1, predict the reactants needed to synthesize it. (2) Given the product [Cl:31][C:32]1[N:37]=[CH:36][C:35]([S:38]([N:11]2[C:7]([C:1]3[CH:6]=[CH:5][CH:4]=[CH:3][CH:2]=3)=[CH:8][C:9]([CH:12]=[O:13])=[CH:10]2)(=[O:40])=[O:39])=[CH:34][CH:33]=1, predict the reactants needed to synthesize it. The reactants are: [C:1]1([C:7]2[NH:11][CH:10]=[C:9]([CH:12]=[O:13])[CH:8]=2)[CH:6]=[CH:5][CH:4]=[CH:3][CH:2]=1.[H-].[Na+].C1OCCOCCOCCOCCOC1.[Cl:31][C:32]1[N:37]=[CH:36][C:35]([S:38](Cl)(=[O:40])=[O:39])=[CH:34][CH:33]=1. (3) Given the product [CH2:2]([C:4]1[S:24][C:7]2[N:8]=[C:9]([S:18][CH2:19][C:20]([O:22][CH3:23])=[O:21])[N:10]=[C:11]([N:12]3[CH2:17][CH2:16][N:15]([C:34](=[O:43])[C:35]4[CH:40]=[CH:39][CH:38]=[C:37]([O:41][CH3:42])[CH:36]=4)[CH2:14][CH2:13]3)[C:6]=2[CH:5]=1)[CH3:3], predict the reactants needed to synthesize it. The reactants are: Cl.[CH2:2]([C:4]1[S:24][C:7]2[N:8]=[C:9]([S:18][CH2:19][C:20]([O:22][CH3:23])=[O:21])[N:10]=[C:11]([N:12]3[CH2:17][CH2:16][NH:15][CH2:14][CH2:13]3)[C:6]=2[CH:5]=1)[CH3:3].C(N(C(C)C)CC)(C)C.[C:34](O)(=[O:43])[C:35]1[CH:40]=[CH:39][CH:38]=[C:37]([O:41][CH3:42])[CH:36]=1.CN(C(ON1N=NC2C=CC=NC1=2)=[N+](C)C)C.F[P-](F)(F)(F)(F)F. (4) Given the product [Cl:1][C:2]1[CH:9]=[C:8]([CH:7]=[C:4]([C:5]#[N:6])[CH:3]=1)[O:10][C:11]1[C:12](=[O:31])[N:13]([CH2:21][C:22]2[C:30]3[C:25](=[N:26][CH:27]=[CH:28][CH:29]=3)[N:24]([C:32]([N:34]([CH3:38])[CH2:35][CH2:37][N:55]([CH3:54])[C:56](=[O:62])[O:57][C:58]([CH3:61])([CH3:60])[CH3:59])=[O:42])[N:23]=2)[CH:14]=[CH:15][C:16]=1[C:17]([F:19])([F:20])[F:18], predict the reactants needed to synthesize it. The reactants are: [Cl:1][C:2]1[CH:3]=[C:4]([CH:7]=[C:8]([O:10][C:11]2[C:12](=[O:31])[N:13]([CH2:21][C:22]3[C:30]4[C:25](=[N:26][CH:27]=[CH:28][CH:29]=4)[NH:24][N:23]=3)[CH:14]=[CH:15][C:16]=2[C:17]([F:20])([F:19])[F:18])[CH:9]=1)[C:5]#[N:6].[CH2:32]([N:34]([CH:38](C)C)[CH:35]([CH3:37])C)C.C(Cl)(=O)[O:42]C1C=CC([N+]([O-])=O)=CC=1.[CH3:54][N:55](CCNC)[C:56](=[O:62])[O:57][C:58]([CH3:61])([CH3:60])[CH3:59]. (5) Given the product [Br:1][C:2]1[CH:3]=[CH:4][C:5]([C:8]([CH3:12])([CH3:11])[CH:9]([OH:10])[C:15]([F:18])([F:17])[F:16])=[CH:6][CH:7]=1, predict the reactants needed to synthesize it. The reactants are: [Br:1][C:2]1[CH:7]=[CH:6][C:5]([C:8]([CH3:12])([CH3:11])[CH:9]=[O:10])=[CH:4][CH:3]=1.C[Si](C)(C)[C:15]([F:18])([F:17])[F:16].CCCC[N+](CCCC)(CCCC)CCCC.[F-].Cl.